Dataset: Peptide-MHC class I binding affinity with 185,985 pairs from IEDB/IMGT. Task: Regression. Given a peptide amino acid sequence and an MHC pseudo amino acid sequence, predict their binding affinity value. This is MHC class I binding data. (1) The peptide sequence is YTPFNKLSV. The MHC is Mamu-B01 with pseudo-sequence Mamu-B01. The binding affinity (normalized) is 0. (2) The peptide sequence is RLIWSHHHI. The MHC is HLA-A02:06 with pseudo-sequence HLA-A02:06. The binding affinity (normalized) is 0.522. (3) The peptide sequence is QYSGFVRTL. The MHC is HLA-B27:05 with pseudo-sequence HLA-B27:05. The binding affinity (normalized) is 0.0847. (4) The peptide sequence is KLKSLYNTV. The MHC is HLA-A26:01 with pseudo-sequence HLA-A26:01. The binding affinity (normalized) is 0.0847.